Task: Predict the reactants needed to synthesize the given product.. Dataset: Full USPTO retrosynthesis dataset with 1.9M reactions from patents (1976-2016) (1) Given the product [C:38]([O:37][C:35]([N:29]1[CH2:34][CH2:33][N:32]([C:2]2[CH:3]=[CH:4][C:5]3[O:14][CH2:13][CH2:12][C:11]4[CH:10]=[C:9]([C:15]5[N:16]([C:20]6[CH:25]=[CH:24][C:23]([F:26])=[CH:22][C:21]=6[F:27])[N:17]=[CH:18][N:19]=5)[S:8][C:7]=4[C:6]=3[N:28]=2)[CH2:31][CH2:30]1)=[O:36])([CH3:41])([CH3:39])[CH3:40], predict the reactants needed to synthesize it. The reactants are: Cl[C:2]1[CH:3]=[CH:4][C:5]2[O:14][CH2:13][CH2:12][C:11]3[CH:10]=[C:9]([C:15]4[N:16]([C:20]5[CH:25]=[CH:24][C:23]([F:26])=[CH:22][C:21]=5[F:27])[N:17]=[CH:18][N:19]=4)[S:8][C:7]=3[C:6]=2[N:28]=1.[N:29]1([C:35]([O:37][C:38]([CH3:41])([CH3:40])[CH3:39])=[O:36])[CH2:34][CH2:33][NH:32][CH2:31][CH2:30]1.CC(C1C=C(C(C)C)C(C2C=CC=CC=2P(C2CCCCC2)C2CCCCC2)=C(C(C)C)C=1)C.C(O[Na])(C)(C)C. (2) The reactants are: [C:1](=[O:21])([O:11][C:12]1[CH:17]=[CH:16][C:15]([N+:18]([O-:20])=[O:19])=[CH:14][CH:13]=1)[O:2][CH2:3][C:4]1[CH:9]=[CH:8][CH:7]=[C:6](Br)[CH:5]=1.BrC1C=C(CO)C=CC=1.[CH3:31][C:32]1[C:61]([CH3:62])=[CH:60][CH:59]=[CH:58][C:33]=1[O:34][CH2:35][CH2:36][CH2:37][C:38]([N:40]1[C:49]2[C:44](=[C:45](C3C=CC(CO)=CC=3)[CH:46]=[CH:47][CH:48]=2)[CH2:43][CH2:42][CH2:41]1)=[O:39]. Given the product [C:1](=[O:21])([O:11][C:12]1[CH:17]=[CH:16][C:15]([N+:18]([O-:20])=[O:19])=[CH:14][CH:13]=1)[O:2][CH2:3][C:4]1[CH:9]=[CH:8][C:7]([C:45]2[CH:46]=[CH:47][CH:48]=[C:49]3[C:44]=2[CH2:43][CH2:42][CH2:41][N:40]3[C:38](=[O:39])[CH2:37][CH2:36][CH2:35][O:34][C:33]2[CH:58]=[CH:59][CH:60]=[C:61]([CH3:62])[C:32]=2[CH3:31])=[CH:6][CH:5]=1, predict the reactants needed to synthesize it. (3) Given the product [F:17][C:14]1[CH:15]=[CH:16][C:11]([S:8]([C:6]2[N:7]=[C:2]([NH:30][C:27]3[CH:26]=[C:25]([CH3:24])[NH:29][N:28]=3)[C:3]3[CH:20]=[CH:19][N:18]([CH:21]([CH3:23])[CH3:22])[C:4]=3[N:5]=2)(=[O:10])=[O:9])=[CH:12][CH:13]=1, predict the reactants needed to synthesize it. The reactants are: Cl[C:2]1[C:3]2[CH:20]=[CH:19][N:18]([CH:21]([CH3:23])[CH3:22])[C:4]=2[N:5]=[C:6]([S:8]([C:11]2[CH:16]=[CH:15][C:14]([F:17])=[CH:13][CH:12]=2)(=[O:10])=[O:9])[N:7]=1.[CH3:24][C:25]1[NH:29][N:28]=[C:27]([NH2:30])[CH:26]=1.[I-].[Na+].CCN(C(C)C)C(C)C. (4) Given the product [ClH:1].[NH2:9][C:3]1[N:4]=[CH:5][N:6]=[C:7]([NH:10][CH2:11][C@@H:12]2[CH2:17][CH2:16][NH:15][CH2:14][C@H:13]2[OH:25])[C:2]=1[C:36]1[CH:37]=[CH:38][C:33]([O:26][C:27]2[CH:32]=[CH:31][CH:30]=[CH:29][CH:28]=2)=[CH:34][CH:35]=1, predict the reactants needed to synthesize it. The reactants are: [Cl:1][C:2]1[C:3]([NH2:9])=[N:4][CH:5]=[N:6][C:7]=1Cl.[NH2:10][CH2:11][C@@H:12]1[CH2:17][CH2:16][N:15](C(OC(C)(C)C)=O)[CH2:14][C@H:13]1[OH:25].[O:26]([C:33]1[CH:38]=[CH:37][C:36](B(O)O)=[CH:35][CH:34]=1)[C:27]1[CH:32]=[CH:31][CH:30]=[CH:29][CH:28]=1. (5) Given the product [CH3:17][CH2:16][O:15][C:13]([C:11]1[S:10][C:9]2[CH:18]=[C:5]([C:3]([OH:4])=[O:2])[CH:6]=[CH:7][C:8]=2[CH:12]=1)=[O:14], predict the reactants needed to synthesize it. The reactants are: C[O:2][C:3]([C:5]1[CH:6]=[CH:7][C:8]2[CH:12]=[C:11]([C:13]([O:15][CH2:16][CH3:17])=[O:14])[S:10][C:9]=2[CH:18]=1)=[O:4].[I-].[Li+]. (6) Given the product [Cl:22][C:16]1[CH:17]=[C:18]([Cl:21])[CH:19]=[CH:20][C:15]=1[C:13]1[N:14]=[C:10](/[CH:9]=[CH:8]/[C:5]2[CH:6]=[CH:7][C:2]([C:40]3[CH:41]=[CH:42][C:37]([C:36]([F:47])([F:46])[F:35])=[CH:38][CH:39]=3)=[CH:3][CH:4]=2)[N:11]([CH2:23][C:24]2[CH:29]=[CH:28][C:27]([NH:30][S:31]([CH3:34])(=[O:33])=[O:32])=[CH:26][CH:25]=2)[CH:12]=1, predict the reactants needed to synthesize it. The reactants are: Br[C:2]1[CH:7]=[CH:6][C:5](/[CH:8]=[CH:9]/[C:10]2[N:11]([CH2:23][C:24]3[CH:29]=[CH:28][C:27]([NH:30][S:31]([CH3:34])(=[O:33])=[O:32])=[CH:26][CH:25]=3)[CH:12]=[C:13]([C:15]3[CH:20]=[CH:19][C:18]([Cl:21])=[CH:17][C:16]=3[Cl:22])[N:14]=2)=[CH:4][CH:3]=1.[F:35][C:36]([F:47])([F:46])[C:37]1[CH:42]=[CH:41][C:40](B(O)O)=[CH:39][CH:38]=1. (7) Given the product [Br:1][C:2]1[C:3]([C:9](=[N:29][O:28][CH2:26][CH3:27])[CH2:10][NH:11][C:12](=[O:23])[C:13]2[CH:18]=[CH:17][CH:16]=[CH:15][C:14]=2[C:19]([F:22])([F:21])[F:20])=[N:4][CH:5]=[C:6]([Br:8])[CH:7]=1, predict the reactants needed to synthesize it. The reactants are: [Br:1][C:2]1[C:3]([C:9](=O)[CH2:10][NH:11][C:12](=[O:23])[C:13]2[CH:18]=[CH:17][CH:16]=[CH:15][C:14]=2[C:19]([F:22])([F:21])[F:20])=[N:4][CH:5]=[C:6]([Br:8])[CH:7]=1.Cl.[CH2:26]([O:28][NH2:29])[CH3:27]. (8) Given the product [F:1][C:2]1[CH:10]=[C:9]2[C:5]([C:6]([C:12]3[N:13]=[C:14]4[C:20]([C:21]([NH:23][C:24]([CH3:33])([CH3:32])[C:25]([OH:27])=[O:26])=[O:22])=[CH:19][NH:18][C:15]4=[N:16][CH:17]=3)=[N:7][N:8]2[CH3:11])=[CH:4][CH:3]=1, predict the reactants needed to synthesize it. The reactants are: [F:1][C:2]1[CH:10]=[C:9]2[C:5]([C:6]([C:12]3[N:13]=[C:14]4[C:20]([C:21]([NH:23][C:24]([CH3:33])([CH3:32])[C:25]([O:27]C(C)(C)C)=[O:26])=[O:22])=[CH:19][NH:18][C:15]4=[N:16][CH:17]=3)=[N:7][N:8]2[CH3:11])=[CH:4][CH:3]=1.FC(F)(F)C(O)=O.